From a dataset of Catalyst prediction with 721,799 reactions and 888 catalyst types from USPTO. Predict which catalyst facilitates the given reaction. Reactant: [C:12]([O:11][C:9](O[C:9]([O:11][C:12]([CH3:15])([CH3:14])[CH3:13])=[O:10])=[O:10])([CH3:15])([CH3:14])[CH3:13].[F:16][C:17]1[CH:23]=[CH:22][CH:21]=[CH:20][C:18]=1[NH2:19]. Product: [F:16][C:17]1[CH:23]=[CH:22][CH:21]=[CH:20][C:18]=1[NH:19][C:9](=[O:10])[O:11][C:12]([CH3:13])([CH3:14])[CH3:15]. The catalyst class is: 7.